From a dataset of Peptide-MHC class II binding affinity with 134,281 pairs from IEDB. Regression. Given a peptide amino acid sequence and an MHC pseudo amino acid sequence, predict their binding affinity value. This is MHC class II binding data. (1) The peptide sequence is AYSDDKSMKVTVAFN. The MHC is DRB1_0701 with pseudo-sequence DRB1_0701. The binding affinity (normalized) is 0.639. (2) The peptide sequence is DKCPSTGEAHLAEEN. The MHC is DRB5_0101 with pseudo-sequence DRB5_0101. The binding affinity (normalized) is 0. (3) The peptide sequence is VENWLNNNTQFCIKV. The MHC is DRB1_1302 with pseudo-sequence DRB1_1302. The binding affinity (normalized) is 0.785. (4) The peptide sequence is KDFYDFAVSKGFFKE. The MHC is DRB1_0101 with pseudo-sequence DRB1_0101. The binding affinity (normalized) is 0.354. (5) The peptide sequence is KTLILLETFVRVNPD. The MHC is DRB1_0405 with pseudo-sequence DRB1_0405. The binding affinity (normalized) is 0.649. (6) The peptide sequence is AEHQAIVRDVLAAGD. The MHC is HLA-DQA10102-DQB10502 with pseudo-sequence HLA-DQA10102-DQB10502. The binding affinity (normalized) is 0.171. (7) The peptide sequence is NGSAEVHRGAVPRRG. The MHC is HLA-DQA10501-DQB10301 with pseudo-sequence HLA-DQA10501-DQB10301. The binding affinity (normalized) is 0.685. (8) The peptide sequence is EHKYFAATQFEPLAA. The MHC is DRB1_1602 with pseudo-sequence DRB1_1602. The binding affinity (normalized) is 0.478. (9) The peptide sequence is QEPFKNLKTGKYAKM. The MHC is DRB1_1101 with pseudo-sequence DRB1_1101. The binding affinity (normalized) is 0.440.